This data is from Peptide-MHC class II binding affinity with 134,281 pairs from IEDB. The task is: Regression. Given a peptide amino acid sequence and an MHC pseudo amino acid sequence, predict their binding affinity value. This is MHC class II binding data. The peptide sequence is ANEPTAAAIAYGLDR. The MHC is HLA-DQA10102-DQB10602 with pseudo-sequence HLA-DQA10102-DQB10602. The binding affinity (normalized) is 0.843.